Dataset: Catalyst prediction with 721,799 reactions and 888 catalyst types from USPTO. Task: Predict which catalyst facilitates the given reaction. (1) Reactant: [CH2:1]([CH:5]([CH2:9][CH2:10][CH:11]([CH3:13])[CH3:12])[C:6](=[O:8])[CH3:7])[CH2:2][CH2:3][CH3:4].[H-].[H-].[H-].[H-].[Li+].[Al+3].O.[OH-].[Na+]. Product: [CH2:1]([CH:5]([CH2:9][CH2:10][CH:11]([CH3:12])[CH3:13])[CH:6]([OH:8])[CH3:7])[CH2:2][CH2:3][CH3:4]. The catalyst class is: 1. (2) Reactant: [NH2:1][C:2]1[N:3]([CH3:24])[C:4](=[O:23])[C:5]2([C:15]3[C:10](=[CH:11][CH:12]=[C:13](Br)[CH:14]=3)[O:9][CH:8]([C:17]3[CH:22]=[CH:21][CH:20]=[CH:19][CH:18]=3)[CH2:7]2)[N:6]=1.[CH2:25]([NH:29][C:30]([C:32]1[CH:33]=[C:34](B(O)O)[CH:35]=[CH:36][CH:37]=1)=[O:31])[CH2:26][CH2:27][CH3:28]. Product: [NH2:1][C:2]1[N:3]([CH3:24])[C:4](=[O:23])[C:5]2([C:15]3[C:10](=[CH:11][CH:12]=[C:13]([C:36]4[CH:37]=[C:32]([CH:33]=[CH:34][CH:35]=4)[C:30]([NH:29][CH2:25][CH2:26][CH2:27][CH3:28])=[O:31])[CH:14]=3)[O:9][CH:8]([C:17]3[CH:22]=[CH:21][CH:20]=[CH:19][CH:18]=3)[CH2:7]2)[N:6]=1. The catalyst class is: 806. (3) Reactant: [NH3:1].[Br:2][C:3]1[S:4][CH:5]=[C:6]([C:8]([O:10]CC)=O)[N:7]=1. Product: [Br:2][C:3]1[S:4][CH:5]=[C:6]([C:8](=[O:10])[NH2:1])[N:7]=1. The catalyst class is: 1. (4) The catalyst class is: 55. Reactant: [F:1][C:2]([F:33])([F:32])[C:3]1[CH:8]=[CH:7][C:6]([C:9]2[CH:10]=[C:11]([CH2:26][C:27]([O:29][CH2:30][CH3:31])=[O:28])[CH:12]=[CH:13][C:14]=2[C:15]2[CH:20]=[CH:19][C:18]([C:21]([F:24])([F:23])[F:22])=[CH:17][C:16]=2[NH2:25])=[CH:5][CH:4]=1.N([O-])=O.[Na+].[N-:38]=[N+:39]=[N-].[Na+].O. Product: [F:1][C:2]([F:32])([F:33])[C:3]1[CH:4]=[CH:5][C:6]([C:9]2[CH:10]=[C:11]([CH2:26][C:27]([O:29][CH2:30][CH3:31])=[O:28])[CH:12]=[CH:13][C:14]=2[C:15]2[CH:20]=[CH:19][C:18]([C:21]([F:22])([F:24])[F:23])=[CH:17][C:16]=2[N:25]=[N+:38]=[N-:39])=[CH:7][CH:8]=1. (5) Reactant: [F:1][C:2]1[CH:21]=[CH:20][CH:19]=[CH:18][C:3]=1[CH2:4][NH:5][C:6]([NH:8][NH:9][C:10]([C:12]1[S:13][C:14]([Cl:17])=[CH:15][CH:16]=1)=O)=[O:7].Cl. Product: [Cl:17][C:14]1[S:13][C:12]([C:10]2[N:5]([CH2:4][C:3]3[CH:18]=[CH:19][CH:20]=[CH:21][C:2]=3[F:1])[C:6](=[O:7])[NH:8][N:9]=2)=[CH:16][CH:15]=1. The catalyst class is: 611. (6) Reactant: [Cl:1][C:2]1[CH:3]=[C:4]([CH2:19][N:20]2[C:24]([CH3:25])=[CH:23][C:22]([C:26](Cl)=[O:27])=[N:21]2)[C:5]2[O:9][C:8]([C:10]3[CH:15]=[CH:14][C:13]([Cl:16])=[CH:12][C:11]=3[Cl:17])=[CH:7][C:6]=2[CH:18]=1.CCN(CC)CC.[NH2:36][CH2:37][CH:38]1[CH2:43][CH2:42][N:41]([C:44]([O:46][C:47]([CH3:50])([CH3:49])[CH3:48])=[O:45])[CH2:40][CH2:39]1. Product: [Cl:1][C:2]1[CH:3]=[C:4]([CH2:19][N:20]2[C:24]([CH3:25])=[CH:23][C:22]([C:26]([NH:36][CH2:37][CH:38]3[CH2:43][CH2:42][N:41]([C:44]([O:46][C:47]([CH3:50])([CH3:49])[CH3:48])=[O:45])[CH2:40][CH2:39]3)=[O:27])=[N:21]2)[C:5]2[O:9][C:8]([C:10]3[CH:15]=[CH:14][C:13]([Cl:16])=[CH:12][C:11]=3[Cl:17])=[CH:7][C:6]=2[CH:18]=1. The catalyst class is: 2. (7) Reactant: C[C:2]1[C:11]2[C:6](=[C:7]([C:13]#[C:14]CO)[CH:8]=[CH:9][C:10]=2[F:12])[N:5]=[C:4](C)[C:3]=1[CH3:18].[OH-].[Na+].C1(C)C=CC=CC=1. Product: [F:12][C:10]1[CH:9]=[CH:8][C:7]([C:13]#[CH:14])=[C:6]2[C:11]=1[CH:2]=[C:3]([CH3:18])[CH:4]=[N:5]2. The catalyst class is: 27.